This data is from Forward reaction prediction with 1.9M reactions from USPTO patents (1976-2016). The task is: Predict the product of the given reaction. (1) Given the reactants [NH2:1][CH2:2][CH2:3][C:4]1[N:5]=[C:6]([NH2:9])[S:7][CH:8]=1.Br[CH2:11][CH:12]1[CH2:14][CH2:13]1, predict the reaction product. The product is: [CH:12]1([CH2:11][NH:1][CH2:2][CH2:3][C:4]2[N:5]=[C:6]([NH2:9])[S:7][CH:8]=2)[CH2:14][CH2:13]1. (2) The product is: [CH3:20][O:21][CH2:22][CH2:23][NH:24][C:17]([C:15]1[CH:16]=[C:11]([C:5]2[CH:4]=[C:3]([CH2:1][CH3:2])[C:8](=[O:9])[NH:7][C:6]=2[CH3:10])[CH:12]=[N:13][CH:14]=1)=[O:19]. Given the reactants [CH2:1]([C:3]1[C:8](=[O:9])[NH:7][C:6]([CH3:10])=[C:5]([C:11]2[CH:12]=[N:13][CH:14]=[C:15]([C:17]([OH:19])=O)[CH:16]=2)[CH:4]=1)[CH3:2].[CH3:20][O:21][CH2:22][CH2:23][NH2:24], predict the reaction product. (3) Given the reactants Br[C:2]1[NH:3][C:4]([Cl:8])=[C:5]([Cl:7])[N:6]=1.[C:9]([O:13][C:14]([N:16]1[CH2:21][CH:20]=[C:19](B2OC(C)(C)C(C)(C)O2)[CH2:18][CH2:17]1)=[O:15])([CH3:12])([CH3:11])[CH3:10].C(=O)([O-])[O-].[Na+].[Na+], predict the reaction product. The product is: [C:9]([O:13][C:14]([N:16]1[CH2:17][CH:18]=[C:19]([C:2]2[NH:3][C:4]([Cl:8])=[C:5]([Cl:7])[N:6]=2)[CH2:20][CH2:21]1)=[O:15])([CH3:12])([CH3:10])[CH3:11]. (4) Given the reactants [CH3:1][O:2][CH2:3][CH2:4][NH2:5].[CH:6]([C:8]1[CH:24]=[CH:23][CH:22]=[CH:21][C:9]=1[O:10][CH2:11][CH2:12][CH2:13][CH2:14][CH2:15][C:16]([O:18][CH2:19][CH3:20])=[O:17])=O.CC(O)=O.[BH4-].[Na+], predict the reaction product. The product is: [CH3:1][O:2][CH2:3][CH2:4][NH:5][CH2:6][C:8]1[CH:24]=[CH:23][CH:22]=[CH:21][C:9]=1[O:10][CH2:11][CH2:12][CH2:13][CH2:14][CH2:15][C:16]([O:18][CH2:19][CH3:20])=[O:17]. (5) Given the reactants [CH3:1][O:2][C:3]1[C:4]([N:11]2[C:20](=[O:21])[C:19]3[C:14](=[CH:15][C:16]([C:22](O)=[O:23])=[CH:17][CH:18]=3)[NH:13][C:12]2=[S:25])=[N:5][CH:6]=[C:7]([O:9][CH3:10])[CH:8]=1.[Cl:26][C:27]1[CH:28]=[C:29]([CH:32]=[CH:33][CH:34]=1)[CH2:30][NH2:31].CCN(C(C)C)C(C)C.CN(C(ON1N=NC2C=CC=CC1=2)=[N+](C)C)C.[B-](F)(F)(F)F, predict the reaction product. The product is: [Cl:26][C:27]1[CH:28]=[C:29]([CH:32]=[CH:33][CH:34]=1)[CH2:30][NH:31][C:22]([C:16]1[CH:15]=[C:14]2[C:19]([C:20](=[O:21])[N:11]([C:4]3[C:3]([O:2][CH3:1])=[CH:8][C:7]([O:9][CH3:10])=[CH:6][N:5]=3)[C:12](=[S:25])[NH:13]2)=[CH:18][CH:17]=1)=[O:23]. (6) Given the reactants [N@:1]1([C:8]([O:10][CH2:11][C:12]2[CH:17]=[CH:16][CH:15]=[CH:14][CH:13]=2)=[O:9])[CH2:3][CH:2]1[C:4]([O:6][CH3:7])=[O:5].[CH2:18]([C@@H:22]([C@@H:37]([OH:39])[CH3:38])[C@@H:23]([CH2:26][C:27]1[CH:32]=[CH:31][C:30]([C:33]([F:36])([F:35])[F:34])=[CH:29][CH:28]=1)[CH2:24][OH:25])[CH2:19][CH2:20][CH3:21].B(F)(F)F.O(CC)CC, predict the reaction product. The product is: [CH2:11]([O:10][C:8]([NH:1][C@@H:2]([CH2:3][O:25][CH2:24][C@H:23]([CH2:26][C:27]1[CH:28]=[CH:29][C:30]([C:33]([F:34])([F:35])[F:36])=[CH:31][CH:32]=1)[C@H:22]([C@@H:37]([OH:39])[CH3:38])[CH2:18][CH2:19][CH2:20][CH3:21])[C:4]([O:6][CH3:7])=[O:5])=[O:9])[C:12]1[CH:13]=[CH:14][CH:15]=[CH:16][CH:17]=1. (7) Given the reactants [OH:1][C@H:2]([CH2:8][C:9](=[O:11])[O-:10])[CH2:3][N+:4]([CH3:7])([CH3:6])[CH3:5].[C:12](O[C:12](=[O:15])[CH2:13][CH3:14])(=[O:15])[CH2:13][CH3:14], predict the reaction product. The product is: [C:12]([C@@:2]([CH2:8][C:9](=[O:10])[O-:11])([CH2:3][N+:4]([CH3:7])([CH3:5])[CH3:6])[OH:1])(=[O:15])[CH2:13][CH3:14]. (8) Given the reactants [NH:1]1[CH2:6][CH2:5][NH:4][CH2:3][CH2:2]1.[CH2:7]([O:14][N:15]1[C:24](=[O:25])[C:23]2[C:18](=[CH:19][C:20](F)=[C:21]([F:26])[CH:22]=2)[N:17]([CH2:28][CH3:29])[C:16]1=[O:30])[C:8]1[CH:13]=[CH:12][CH:11]=[CH:10][CH:9]=1.C(N(CC)CC)C, predict the reaction product. The product is: [CH2:7]([O:14][N:15]1[C:24](=[O:25])[C:23]2[C:18](=[CH:19][C:20]([N:1]3[CH2:6][CH2:5][NH:4][CH2:3][CH2:2]3)=[C:21]([F:26])[CH:22]=2)[N:17]([CH2:28][CH3:29])[C:16]1=[O:30])[C:8]1[CH:13]=[CH:12][CH:11]=[CH:10][CH:9]=1. (9) Given the reactants [CH3:1][C:2]1[NH:3][C:4]([CH3:9])=[CH:5][C:6](=[O:8])[CH:7]=1.COC1C=CC(P2(SP(C3C=CC(OC)=CC=3)(=S)S2)=[S:19])=CC=1, predict the reaction product. The product is: [OH-:8].[NH4+:3].[CH3:1][C:2]1[NH:3][C:4]([CH3:9])=[CH:5][C:6](=[S:19])[CH:7]=1.